From a dataset of Full USPTO retrosynthesis dataset with 1.9M reactions from patents (1976-2016). Predict the reactants needed to synthesize the given product. (1) The reactants are: Br[C:2]1[CH:3]=[C:4]([C:9]2([C:19]3[CH:24]=[CH:23][N:22]=[CH:21][C:20]=3[F:25])[C:17]3[C:12](=[CH:13][CH:14]=[CH:15][CH:16]=3)[C:11]([NH2:18])=[N:10]2)[CH:5]=[CH:6][C:7]=1[F:8].[F:26][C:27]1[C:32]([O:33][CH3:34])=[CH:31][CH:30]=[CH:29][C:28]=1B(O)O. Given the product [F:26][C:27]1[C:32]([O:33][CH3:34])=[CH:31][CH:30]=[CH:29][C:28]=1[C:2]1[C:7]([F:8])=[CH:6][CH:5]=[C:4]([C:9]2([C:19]3[CH:24]=[CH:23][N:22]=[CH:21][C:20]=3[F:25])[C:17]3[C:12](=[CH:13][CH:14]=[CH:15][CH:16]=3)[C:11]([NH2:18])=[N:10]2)[CH:3]=1, predict the reactants needed to synthesize it. (2) Given the product [Br:1][C:2]1[CH:10]=[C:9]2[C:5]([CH:6]=[N:7][N:8]2[CH2:18][C:19]2[CH:24]=[CH:23][CH:22]=[C:21]([F:25])[CH:20]=2)=[CH:4][CH:3]=1, predict the reactants needed to synthesize it. The reactants are: [Br:1][C:2]1[CH:10]=[C:9]2[C:5]([CH:6]=[N:7][NH:8]2)=[CH:4][CH:3]=1.CC(C)([O-])C.[K+].Br[CH2:18][C:19]1[CH:24]=[CH:23][CH:22]=[C:21]([F:25])[CH:20]=1.